Task: Predict the reaction yield, written as a fraction of the theoretical maximum amount of product (1.0 means a 100% yield; for example, 0.34 means a 34% yield).. Dataset: Reaction yield outcomes from USPTO patents with 853,638 reactions (1) The reactants are [CH2:1]([O:8][C:9]([CH:11]([CH2:19][CH2:20][C@H:21]([NH:29][C:30]([O:32][C:33]([CH3:36])([CH3:35])[CH3:34])=[O:31])[C:22]([O:24][C:25]([CH3:28])([CH3:27])[CH3:26])=[O:23])[C:12]([O:14][C:15]([CH3:18])([CH3:17])[CH3:16])=[O:13])=[O:10])[C:2]1[CH:7]=[CH:6][CH:5]=[CH:4][CH:3]=1.[H-].[Na+].[N+:39]([C:42]1[CH:49]=[CH:48][C:45]([CH2:46]Br)=[CH:44][CH:43]=1)([O-:41])=[O:40]. The catalyst is CN(C=O)C. The product is [C:33]([O:32][C:30]([NH:29][C@H:21]([C:22]([O:24][C:25]([CH3:26])([CH3:27])[CH3:28])=[O:23])[CH2:20][CH2:19][C@@:11]([C:12]([O:14][C:15]([CH3:18])([CH3:17])[CH3:16])=[O:13])([C:9]([O:8][CH2:1][C:2]1[CH:3]=[CH:4][CH:5]=[CH:6][CH:7]=1)=[O:10])[CH2:46][C:45]1[CH:48]=[CH:49][C:42]([N+:39]([O-:41])=[O:40])=[CH:43][CH:44]=1)=[O:31])([CH3:36])([CH3:35])[CH3:34]. The yield is 0.820. (2) The reactants are [C:1]([C:4]1[C:9]([C:10]2[CH:15]=[CH:14][CH:13]=[CH:12][CH:11]=2)=[N:8][N:7]([CH2:16][C:17]2[CH:22]=[CH:21][CH:20]=[CH:19][CH:18]=2)[C:6](=[O:23])[CH:5]=1)(=[O:3])[CH3:2].[BH4-].[Na+].O. The catalyst is C1COCC1.CO. The product is [CH2:16]([N:7]1[C:6](=[O:23])[CH:5]=[C:4]([CH:1]([OH:3])[CH3:2])[C:9]([C:10]2[CH:15]=[CH:14][CH:13]=[CH:12][CH:11]=2)=[N:8]1)[C:17]1[CH:18]=[CH:19][CH:20]=[CH:21][CH:22]=1. The yield is 0.490. (3) The reactants are [Cl:1][C:2]1[N:7]=C(Cl)[N:5]=[C:4]([NH2:9])[N:3]=1.[CH3:10][N:11]1[CH2:16][CH2:15][NH:14][CH2:13][CH2:12]1.O1CCC[CH2:18]1. No catalyst specified. The product is [Cl:1][C:2]1[N:7]=[C:10]([N:11]2[CH2:16][CH2:15][N:14]([CH3:18])[CH2:13][CH2:12]2)[N:5]=[C:4]([NH2:9])[N:3]=1. The yield is 0.880.